This data is from TCR-epitope binding with 47,182 pairs between 192 epitopes and 23,139 TCRs. The task is: Binary Classification. Given a T-cell receptor sequence (or CDR3 region) and an epitope sequence, predict whether binding occurs between them. (1) The epitope is QASQEVKNW. The TCR CDR3 sequence is CASSSGETGNTEAFF. Result: 1 (the TCR binds to the epitope). (2) The epitope is TEILPVSMTK. The TCR CDR3 sequence is CASSLGGQNTEAFF. Result: 1 (the TCR binds to the epitope). (3) The epitope is RLYYDSMSY. The TCR CDR3 sequence is CASNTGGGYTF. Result: 0 (the TCR does not bind to the epitope). (4) The epitope is LSDDAVVCFNSTY. The TCR CDR3 sequence is CASSLVSGHTGELFF. Result: 0 (the TCR does not bind to the epitope). (5) The epitope is HPVGEADYFEY. The TCR CDR3 sequence is CAWSGLVSGGNEQYF. Result: 0 (the TCR does not bind to the epitope). (6) The epitope is DRFYKTLRAEQASQEV. The TCR CDR3 sequence is CASSARTSGGADTQYF. Result: 0 (the TCR does not bind to the epitope). (7) The epitope is MLNIPSINV. The TCR CDR3 sequence is CASSQDRDEQFF. Result: 0 (the TCR does not bind to the epitope). (8) The epitope is SLVKPSFYV. Result: 0 (the TCR does not bind to the epitope). The TCR CDR3 sequence is CASSRKTGPYEQYF.